This data is from Peptide-MHC class II binding affinity with 134,281 pairs from IEDB. The task is: Regression. Given a peptide amino acid sequence and an MHC pseudo amino acid sequence, predict their binding affinity value. This is MHC class II binding data. (1) The peptide sequence is LPKPPKPVSKMRMATPLLMGALPM. The MHC is DRB1_0701 with pseudo-sequence DRB1_0701. The binding affinity (normalized) is 0.659. (2) The peptide sequence is HDKKSMGDDHFWAVR. The MHC is DRB1_0701 with pseudo-sequence DRB1_0701. The binding affinity (normalized) is 0.356. (3) The binding affinity (normalized) is 0.761. The MHC is DRB1_1101 with pseudo-sequence DRB1_1101. The peptide sequence is MEGEGVFKSIQHLTV. (4) The peptide sequence is EAAFNKAIKESTGGA. The MHC is DRB1_1101 with pseudo-sequence DRB1_1101. The binding affinity (normalized) is 0.399. (5) The peptide sequence is KEVSGVKGFTLGRDG. The MHC is DRB1_0701 with pseudo-sequence DRB1_0701. The binding affinity (normalized) is 0.652. (6) The peptide sequence is TKCYKLEHPVTGCGERTE. The MHC is DRB1_0701 with pseudo-sequence QEFFIASGAAVDAIMWGYFELYVIDRQTVHVGFT. The binding affinity (normalized) is 0. (7) The peptide sequence is YGIAAENVIDVKLVD. The MHC is HLA-DPA10103-DPB10402 with pseudo-sequence HLA-DPA10103-DPB10402. The binding affinity (normalized) is 0.282. (8) The peptide sequence is TNDNNLYKLHGGHVS. The MHC is HLA-DQA10102-DQB10501 with pseudo-sequence HLA-DQA10102-DQB10501. The binding affinity (normalized) is 0.234. (9) The peptide sequence is ADWLTSTANTNMFTYEIAPV. The MHC is DRB1_0403 with pseudo-sequence DRB1_0403. The binding affinity (normalized) is 0.417.